This data is from NCI-60 drug combinations with 297,098 pairs across 59 cell lines. The task is: Regression. Given two drug SMILES strings and cell line genomic features, predict the synergy score measuring deviation from expected non-interaction effect. (1) Cell line: MDA-MB-435. Drug 1: CN(C)N=NC1=C(NC=N1)C(=O)N. Synergy scores: CSS=-5.63, Synergy_ZIP=1.93, Synergy_Bliss=0.619, Synergy_Loewe=-12.3, Synergy_HSA=-5.37. Drug 2: C1C(C(OC1N2C=NC(=NC2=O)N)CO)O. (2) Drug 1: CC1=C(C(CCC1)(C)C)C=CC(=CC=CC(=CC(=O)O)C)C. Drug 2: CCN(CC)CCNC(=O)C1=C(NC(=C1C)C=C2C3=C(C=CC(=C3)F)NC2=O)C. Cell line: HT29. Synergy scores: CSS=4.88, Synergy_ZIP=-3.34, Synergy_Bliss=1.06, Synergy_Loewe=-4.08, Synergy_HSA=-1.37. (3) Drug 1: CC1C(C(CC(O1)OC2CC(CC3=C2C(=C4C(=C3O)C(=O)C5=C(C4=O)C(=CC=C5)OC)O)(C(=O)C)O)N)O.Cl. Drug 2: CC1=C(C(=O)C2=C(C1=O)N3CC4C(C3(C2COC(=O)N)OC)N4)N. Cell line: 786-0. Synergy scores: CSS=56.5, Synergy_ZIP=0.386, Synergy_Bliss=5.38, Synergy_Loewe=7.47, Synergy_HSA=7.55. (4) Drug 1: CN(C)C1=NC(=NC(=N1)N(C)C)N(C)C. Drug 2: CCN(CC)CCNC(=O)C1=C(NC(=C1C)C=C2C3=C(C=CC(=C3)F)NC2=O)C. Cell line: HL-60(TB). Synergy scores: CSS=-8.76, Synergy_ZIP=7.80, Synergy_Bliss=-2.23, Synergy_Loewe=-7.53, Synergy_HSA=-5.97.